From a dataset of Reaction yield outcomes from USPTO patents with 853,638 reactions. Predict the reaction yield, written as a fraction of the theoretical maximum amount of product (1.0 means a 100% yield; for example, 0.34 means a 34% yield). (1) The reactants are [F:1][C:2]1[C:7]([F:8])=[CH:6][C:5]([F:9])=[C:4]([F:10])[C:3]=1[CH2:11][CH:12]([NH:14][C:15]1[CH:20]=[CH:19][NH:18][C:17](=[O:21])[C:16]=1[C:22]1[NH:36][C:25]2=[CH:26][C:27]3[C:28](=[O:35])[N:29]([CH3:34])[C:30](=O)[C:31]=3[CH:32]=[C:24]2[N:23]=1)[CH3:13]. The catalyst is C(O)(=O)C.[Zn]. The product is [CH3:34][N:29]1[CH2:30][C:31]2[CH:32]=[C:24]3[NH:23][C:22]([C:16]4[C:17](=[O:21])[NH:18][CH:19]=[CH:20][C:15]=4[NH:14][CH:12]([CH3:13])[CH2:11][C:3]4[C:4]([F:10])=[C:5]([F:9])[CH:6]=[C:7]([F:8])[C:2]=4[F:1])=[N:36][C:25]3=[CH:26][C:27]=2[C:28]1=[O:35]. The yield is 0.626. (2) The yield is 0.760. The product is [CH2:59]([NH:60][C:1]([C@:4]([NH:14][C:15](=[O:24])[O:16][CH2:17][C:18]1[CH:23]=[CH:22][N:21]=[CH:20][CH:19]=1)([CH3:13])[CH2:5][C:6]1[CH:11]=[CH:10][C:9]([OH:12])=[CH:8][CH:7]=1)=[O:3])[CH2:58][CH:57]([CH3:61])[CH3:56]. The catalyst is CN(C=O)C. The reactants are [C:1]([C@:4]([NH:14][C:15](=[O:24])[O:16][CH2:17][C:18]1[CH:23]=[CH:22][N:21]=[CH:20][CH:19]=1)([CH3:13])[CH2:5][C:6]1[CH:11]=[CH:10][C:9]([OH:12])=[CH:8][CH:7]=1)([OH:3])=O.CN(C(ON1N=NC2C=CC=CC1=2)=[N+](C)C)C.[B-](F)(F)(F)F.CCN(C(C)C)C(C)C.[CH3:56][CH:57]([CH3:61])[CH2:58][CH2:59][NH2:60]. (3) The reactants are [Cl:1][C:2]1[CH:7]=[CH:6][C:5]([C:8](=O)[CH2:9][C:10](=O)[C:11]([F:14])([F:13])[F:12])=[CH:4][CH:3]=1.[NH2:17][C:18]1[C:22]([C:23]2[CH:28]=[C:27]([CH3:29])[N:26]=[C:25]([CH3:30])[CH:24]=2)=[CH:21][NH:20][N:19]=1. No catalyst specified. The product is [Cl:1][C:2]1[CH:7]=[CH:6][C:5]([C:8]2[CH:9]=[C:10]([C:11]([F:14])([F:13])[F:12])[N:19]3[N:20]=[CH:21][C:22]([C:23]4[CH:28]=[C:27]([CH3:29])[N:26]=[C:25]([CH3:30])[CH:24]=4)=[C:18]3[N:17]=2)=[CH:4][CH:3]=1. The yield is 0.470. (4) The reactants are Cl[C:2]1[CH:7]=[CH:6][C:5]([F:8])=[CH:4][C:3]=1[N+:9]([O-:11])=[O:10].[C:12]([OH:21])(=[O:20])[C:13]1[C:14](=[CH:16][CH:17]=[CH:18][CH:19]=1)[SH:15]. No catalyst specified. The product is [F:8][C:5]1[CH:6]=[CH:7][C:2]([S:15][C:14]2[CH:16]=[CH:17][CH:18]=[CH:19][C:13]=2[C:12]([OH:21])=[O:20])=[C:3]([N+:9]([O-:11])=[O:10])[CH:4]=1. The yield is 0.400. (5) The reactants are [F:1][C:2]1[CH:7]=[CH:6][C:5]([N:8]2[C:16]3[C:11](=[CH:12][C:13]([CH:17]([C:22]4[CH:27]=[CH:26][CH:25]=[CH:24][CH:23]=4)[CH2:18][C:19]([OH:21])=O)=[CH:14][CH:15]=3)[CH:10]=[N:9]2)=[CH:4][CH:3]=1.[CH3:28][N:29]1[CH:33]=[N:32][C:31]([NH2:34])=[N:30]1. No catalyst specified. The product is [F:1][C:2]1[CH:3]=[CH:4][C:5]([N:8]2[C:16]3[C:11](=[CH:12][C:13]([CH:17]([C:22]4[CH:23]=[CH:24][CH:25]=[CH:26][CH:27]=4)[CH2:18][C:19]([NH:34][C:31]4[N:32]=[CH:33][N:29]([CH3:28])[N:30]=4)=[O:21])=[CH:14][CH:15]=3)[CH:10]=[N:9]2)=[CH:6][CH:7]=1. The yield is 0.110. (6) The reactants are N[C:2]1[CH:7]=CN=CC=1.[CH2:8]([C@H:10]1[O:12][CH2:11]1)[Cl:9].[C]=[O:14].[CH2:15]([OH:17])C. No catalyst specified. The product is [CH2:7]([O:14][C:15](=[O:17])[CH2:11][CH:10]([OH:12])[CH2:8][Cl:9])[CH3:2]. The yield is 0.920.